From a dataset of TCR-epitope binding with 47,182 pairs between 192 epitopes and 23,139 TCRs. Binary Classification. Given a T-cell receptor sequence (or CDR3 region) and an epitope sequence, predict whether binding occurs between them. (1) The epitope is SLVKPSFYV. The TCR CDR3 sequence is CASSLGELSYNEQFF. Result: 1 (the TCR binds to the epitope). (2) The epitope is CINGVCWTV. The TCR CDR3 sequence is CASSPTGINYGYTF. Result: 0 (the TCR does not bind to the epitope). (3) The epitope is IYSKHTPINL. The TCR CDR3 sequence is CASSLGNTEAFF. Result: 0 (the TCR does not bind to the epitope). (4) The epitope is LLWNGPMAV. The TCR CDR3 sequence is CASSQLGNEQFF. Result: 1 (the TCR binds to the epitope). (5) The epitope is FVDGVPFVV. The TCR CDR3 sequence is CASSSGETGNTEAFF. Result: 0 (the TCR does not bind to the epitope).